Dataset: Reaction yield outcomes from USPTO patents with 853,638 reactions. Task: Predict the reaction yield, written as a fraction of the theoretical maximum amount of product (1.0 means a 100% yield; for example, 0.34 means a 34% yield). (1) The product is [NH2:10][CH2:11][C@@H:12]1[CH2:16][CH2:15][N:14]([C:17]2[C:26]3[C:21](=[CH:22][C:23]([CH3:27])=[CH:24][CH:25]=3)[N:20]=[C:19]([C:28]3[CH:33]=[CH:32][CH:31]=[CH:30][C:29]=3[OH:34])[N:18]=2)[CH2:13]1. The yield is 0.190. The reactants are C(OC(=O)[NH:10][CH2:11][C@@H:12]1[CH2:16][CH2:15][N:14]([C:17]2[C:26]3[C:21](=[CH:22][C:23]([CH3:27])=[CH:24][CH:25]=3)[N:20]=[C:19]([C:28]3[CH:33]=[CH:32][CH:31]=[CH:30][C:29]=3[OH:34])[N:18]=2)[CH2:13]1)C1C=CC=CC=1. The catalyst is [Pd].CO. (2) The catalyst is C(Cl)(Cl)Cl. The product is [CH:1]1([N:4]2[C:8]3[N:9]=[C:10]([C:19]4[CH:25]=[CH:24][C:22]([NH:23][C:34]([NH:33][C:36]5[S:37][CH:38]=[CH:39][CH:40]=5)=[O:35])=[CH:21][CH:20]=4)[N:11]=[C:12]([N:13]4[CH2:18][CH2:17][O:16][CH2:15][CH2:14]4)[C:7]=3[N:6]=[N:5]2)[CH2:3][CH2:2]1. The reactants are [CH:1]1([N:4]2[C:8]3[N:9]=[C:10]([C:19]4[CH:25]=[CH:24][C:22]([NH2:23])=[CH:21][CH:20]=4)[N:11]=[C:12]([N:13]4[CH2:18][CH2:17][O:16][CH2:15][CH2:14]4)[C:7]=3[N:6]=[N:5]2)[CH2:3][CH2:2]1.CCN(CC)CC.[N:33]([C:36]1[S:37][CH:38]=[CH:39][CH:40]=1)=[C:34]=[O:35]. The yield is 0.500. (3) The catalyst is CS(C)=O. The product is [CH:13]1([N:17]2[CH2:22][CH2:21][N:20]([C:2]3[CH:12]=[CH:11][C:5]([C:6]([O:8][CH2:9][CH3:10])=[O:7])=[CH:4][CH:3]=3)[CH2:19][CH2:18]2)[CH2:16][CH2:15][CH2:14]1. The yield is 0.329. The reactants are F[C:2]1[CH:12]=[CH:11][C:5]([C:6]([O:8][CH2:9][CH3:10])=[O:7])=[CH:4][CH:3]=1.[CH:13]1([N:17]2[CH2:22][CH2:21][NH:20][CH2:19][CH2:18]2)[CH2:16][CH2:15][CH2:14]1.C(=O)([O-])[O-].[K+].[K+]. (4) The reactants are Br[C:2]1[CH:3]=[C:4]([CH:7]=[O:8])[S:5][CH:6]=1.[B:9]1([B:9]2[O:13][C:12]([CH3:15])([CH3:14])[C:11]([CH3:17])([CH3:16])[O:10]2)[O:13][C:12]([CH3:15])([CH3:14])[C:11]([CH3:17])([CH3:16])[O:10]1.CC([O-])=O.[K+]. The catalyst is COCCOC. The product is [CH3:16][C:11]1([CH3:17])[C:12]([CH3:15])([CH3:14])[O:13][B:9]([C:2]2[CH:3]=[C:4]([CH:7]=[O:8])[S:5][CH:6]=2)[O:10]1. The yield is 0.780. (5) The catalyst is [Fe-3](C#N)(C#N)(C#N)(C#N)(C#N)C#N.[K+].[K+].[K+]. The product is [F:21][C:15]1[CH:16]=[CH:17][CH:18]=[C:19]([F:20])[C:14]=1[C:12]1[S:13][C:4]2[C:3]([O:2][CH3:1])=[CH:8][C:7]([O:9][CH3:10])=[CH:6][C:5]=2[N:11]=1. The yield is 0.860. The reactants are [CH3:1][O:2][C:3]1[CH:4]=[C:5]([NH:11][C:12]([C:14]2[C:19]([F:20])=[CH:18][CH:17]=[CH:16][C:15]=2[F:21])=[S:13])[CH:6]=[C:7]([O:9][CH3:10])[CH:8]=1. (6) The reactants are [CH2:1]([O:4][C:5]([NH:7][C:8]1[N:13]=[CH:12][C:11]([C:14]([O:16]C)=O)=[CH:10][CH:9]=1)=[O:6])[CH:2]=[CH2:3].N1([C:24]2[N:29]=[CH:28][C:27]([C:30](OC)=O)=[CH:26][CH:25]=2)CCOCC1. No catalyst specified. The product is [CH3:5][O:4][C:1]1[CH:30]=[C:27]([CH2:26][CH2:25][C:24]2[CH:9]=[C:8]([NH:13][C:14]([C:11]3[CH:10]=[CH:9][C:8]([NH:7][C:5](=[O:6])[O:4][CH2:1][CH:2]=[CH2:3])=[N:13][CH:12]=3)=[O:16])[NH:7][N:29]=2)[CH:28]=[CH:3][CH:2]=1. The yield is 0.370. (7) The reactants are [C:1]([O:5][C:6]([NH:8][C:9]1[S:10][C:11]([C:14]([O:16]CC)=[O:15])=[CH:12][N:13]=1)=[O:7])([CH3:4])([CH3:3])[CH3:2].[OH-].[K+].Cl. The catalyst is CCO.O. The product is [C:1]([O:5][C:6]([NH:8][C:9]1[S:10][C:11]([C:14]([OH:16])=[O:15])=[CH:12][N:13]=1)=[O:7])([CH3:4])([CH3:2])[CH3:3]. The yield is 0.860. (8) The reactants are [NH2:1][C:2]1[C:7]2=[C:8]([C:27]3[CH:32]=[CH:31][C:30]([NH:33][C:34](=[O:47])[NH:35][C:36]4[CH:41]=[C:40]([C:42]([F:45])([F:44])[F:43])[CH:39]=[CH:38][C:37]=4[F:46])=[C:29]([F:48])[CH:28]=3)[C:9]([CH2:24][O:25][CH3:26])=[C:10]([CH:11]3[CH2:16][CH2:15][N:14](C(OC(C)(C)C)=O)[CH2:13][CH2:12]3)[N:6]2[N:5]=[CH:4][N:3]=1.FC(F)(F)C(O)=O. The catalyst is C(Cl)Cl. The product is [NH2:1][C:2]1[C:7]2=[C:8]([C:27]3[CH:32]=[CH:31][C:30]([NH:33][C:34]([NH:35][C:36]4[CH:41]=[C:40]([C:42]([F:45])([F:43])[F:44])[CH:39]=[CH:38][C:37]=4[F:46])=[O:47])=[C:29]([F:48])[CH:28]=3)[C:9]([CH2:24][O:25][CH3:26])=[C:10]([CH:11]3[CH2:16][CH2:15][NH:14][CH2:13][CH2:12]3)[N:6]2[N:5]=[CH:4][N:3]=1. The yield is 0.704. (9) The reactants are Cl.[O:2]=[C:3]1[NH:12][C:11]2[N:10]=[CH:9][C:8](/[CH:13]=[CH:14]/[C:15]([OH:17])=O)=[CH:7][C:6]=2[CH2:5][CH2:4]1.[OH:18][C:19]1([C:25]2[CH:30]=[CH:29][CH:28]=[CH:27][CH:26]=2)[CH2:24][CH2:23][NH:22][CH2:21][CH2:20]1.CCN(C(C)C)C(C)C.CCN=C=NCCCN(C)C. The catalyst is CN(C=O)C. The product is [OH:18][C:19]1([C:25]2[CH:30]=[CH:29][CH:28]=[CH:27][CH:26]=2)[CH2:24][CH2:23][N:22]([C:15](=[O:17])/[CH:14]=[CH:13]/[C:8]2[CH:7]=[C:6]3[C:11](=[N:10][CH:9]=2)[NH:12][C:3](=[O:2])[CH2:4][CH2:5]3)[CH2:21][CH2:20]1. The yield is 0.410.